Dataset: Reaction yield outcomes from USPTO patents with 853,638 reactions. Task: Predict the reaction yield, written as a fraction of the theoretical maximum amount of product (1.0 means a 100% yield; for example, 0.34 means a 34% yield). The reactants are [C:1]1([NH2:8])[CH:6]=[CH:5][CH:4]=[CH:3][C:2]=1[NH2:7].[Cl:9][C:10]1[CH:20]=[CH:19][C:13]([O:14][CH2:15][C:16](O)=O)=[CH:12][CH:11]=1. The catalyst is Cl. The product is [N:7]1[C:2]2[CH:3]=[CH:4][CH:5]=[CH:6][C:1]=2[NH:8][C:16]=1[CH2:15][O:14][C:13]1[CH:19]=[CH:20][C:10]([Cl:9])=[CH:11][CH:12]=1. The yield is 0.680.